This data is from Forward reaction prediction with 1.9M reactions from USPTO patents (1976-2016). The task is: Predict the product of the given reaction. (1) The product is: [NH2:23][C@@H:5]1[C:4]2[CH:19]=[C:17]([CH:18]=[C:2]([F:1])[CH:3]=2)[C:16]2[N:15]([CH3:20])[N:14]=[CH:13][C:12]=2[NH:11][C:10](=[O:21])[C@H:9]([CH3:22])[CH2:8][CH2:7][CH2:6]1. Given the reactants [F:1][C:2]1[CH:3]=[C:4]2[CH:19]=[C:17]([CH:18]=1)[C:16]1[N:15]([CH3:20])[N:14]=[CH:13][C:12]=1[NH:11][C:10](=[O:21])[C@H:9]([CH3:22])[CH:8]=[CH:7][CH2:6][C@@H:5]2[NH:23]C(=O)OC(C)(C)C, predict the reaction product. (2) Given the reactants Cl.[CH:2]([C:5]1[C:6]([O:34]COC)=[CH:7][C:8]([O:30]COC)=[C:9]([C:11]2[N:12]([C:17]3[CH:22]=[CH:21][C:20]([CH2:23][N:24]4[CH2:29][CH2:28][O:27][CH2:26][CH2:25]4)=[CH:19][CH:18]=3)[C:13](=[O:16])[NH:14][N:15]=2)[CH:10]=1)([CH3:4])[CH3:3].C(=O)([O-])O.[Na+], predict the reaction product. The product is: [OH:30][C:8]1[CH:7]=[C:6]([OH:34])[C:5]([CH:2]([CH3:4])[CH3:3])=[CH:10][C:9]=1[C:11]1[N:12]([C:17]2[CH:18]=[CH:19][C:20]([CH2:23][N:24]3[CH2:25][CH2:26][O:27][CH2:28][CH2:29]3)=[CH:21][CH:22]=2)[C:13](=[O:16])[NH:14][N:15]=1. (3) The product is: [C:26]([O:25][C:23]([N:21]1[CH:22]=[C:18]([C:9]2[N:10]([C:11]([O:13][C:14]([CH3:17])([CH3:16])[CH3:15])=[O:12])[C:4]3[CH:3]=[C:2]([NH:30][C:31]4[CH:38]=[CH:37][C:34]([C:35]#[N:36])=[CH:33][CH:32]=4)[N:7]=[CH:6][C:5]=3[CH:8]=2)[CH:19]=[N:20]1)=[O:24])([CH3:28])([CH3:27])[CH3:29]. Given the reactants Br[C:2]1[N:7]=[CH:6][C:5]2[CH:8]=[C:9]([C:18]3[CH:19]=[N:20][N:21]([C:23]([O:25][C:26]([CH3:29])([CH3:28])[CH3:27])=[O:24])[CH:22]=3)[N:10]([C:11]([O:13][C:14]([CH3:17])([CH3:16])[CH3:15])=[O:12])[C:4]=2[CH:3]=1.[NH2:30][C:31]1[CH:38]=[CH:37][C:34]([C:35]#[N:36])=[CH:33][CH:32]=1, predict the reaction product. (4) Given the reactants [NH:1]1[C:9]2[C:4](=[CH:5][CH:6]=[CH:7][CH:8]=2)[C:3]([CH2:10][CH2:11][NH2:12])=[CH:2]1.[CH:13]1([CH:16]=O)[CH2:15][CH2:14]1, predict the reaction product. The product is: [CH:13]1([CH2:16][NH:12][CH2:11][CH2:10][C:3]2[C:4]3[C:9](=[CH:8][CH:7]=[CH:6][CH:5]=3)[NH:1][CH:2]=2)[CH2:15][CH2:14]1. (5) Given the reactants FC(F)(F)S(O[C:7]1[CH2:12][CH2:11][CH2:10][N:9]([C:13](=[O:15])[CH3:14])[CH:8]=1)(=O)=O.[B:18]1([B:18]2[O:22][C:21]([CH3:24])([CH3:23])[C:20]([CH3:26])([CH3:25])[O:19]2)[O:22][C:21]([CH3:24])([CH3:23])[C:20]([CH3:26])([CH3:25])[O:19]1.C([O-])(=O)C.[K+], predict the reaction product. The product is: [CH3:25][C:20]1([CH3:26])[C:21]([CH3:24])([CH3:23])[O:22][B:18]([C:7]2[CH2:12][CH2:11][CH2:10][N:9]([C:13](=[O:15])[CH3:14])[CH:8]=2)[O:19]1. (6) Given the reactants Cl[C:2]1[CH:7]=[CH:6][N:5]=[C:4]2[NH:8][CH:9]=[CH:10][C:3]=12.[Br:11][C:12]1[C:13]([CH3:17])=[N:14][NH:15][CH:16]=1, predict the reaction product. The product is: [Br:11][C:12]1[C:13]([CH3:17])=[N:14][N:15]([C:2]2[CH:7]=[CH:6][N:5]=[C:4]3[NH:8][CH:9]=[CH:10][C:3]=23)[CH:16]=1.